This data is from Catalyst prediction with 721,799 reactions and 888 catalyst types from USPTO. The task is: Predict which catalyst facilitates the given reaction. (1) Reactant: [NH2:1][C:2]1[N:7]=[CH:6][C:5]([CH:8]=[O:9])=[CH:4][CH:3]=1.[CH2:10]([O:12][C:13](=[O:18])[C:14](=O)[CH2:15]Br)[CH3:11]. Product: [CH2:10]([O:12][C:13]([C:14]1[N:1]=[C:2]2[CH:3]=[CH:4][C:5]([CH:8]=[O:9])=[CH:6][N:7]2[CH:15]=1)=[O:18])[CH3:11]. The catalyst class is: 8. (2) Reactant: [ClH:1].C(O)=O.C(O)=O.[CH3:8][N:9]1[CH2:14][CH2:13][N:12]([C:15]2[CH:16]=[C:17]([NH:21][CH2:22][C:23]([CH3:26])([CH3:25])[CH3:24])[N:18]=[N:19][CH:20]=2)[CH2:11][CH2:10]1. Product: [ClH:1].[ClH:1].[CH3:8][N:9]1[CH2:14][CH2:13][N:12]([C:15]2[CH:16]=[C:17]([NH:21][CH2:22][C:23]([CH3:26])([CH3:25])[CH3:24])[N:18]=[N:19][CH:20]=2)[CH2:11][CH2:10]1. The catalyst class is: 798. (3) Reactant: [C:1]1([CH:7]=[CH:8][C:9]2[CH:14]=[CH:13][N:12]=[CH:11][C:10]=2[C:15]#[C:16][C:17]2[CH:29]=[CH:28][C:20]([C:21]([O:23][C:24]([CH3:27])([CH3:26])[CH3:25])=[O:22])=[CH:19][CH:18]=2)[CH:6]=[CH:5][CH:4]=[CH:3][CH:2]=1. Product: [CH2:8]([C:9]1[CH:14]=[CH:13][N:12]=[CH:11][C:10]=1[CH2:15][CH2:16][C:17]1[CH:18]=[CH:19][C:20]([C:21]([O:23][C:24]([CH3:25])([CH3:26])[CH3:27])=[O:22])=[CH:28][CH:29]=1)[CH2:7][C:1]1[CH:2]=[CH:3][CH:4]=[CH:5][CH:6]=1. The catalyst class is: 791. (4) Reactant: [C:1]([C:3]1[CH:11]=[CH:10][CH:9]=[C:8]2[C:4]=1[CH2:5][N:6]([CH:13]([CH2:17][CH2:18][C:19](=[O:21])[NH2:20])[C:14](O)=[O:15])[C:7]2=[O:12])#[N:2]. Product: [O:15]=[C:14]1[CH:13]([N:6]2[CH2:5][C:4]3[C:3]([C:1]#[N:2])=[CH:11][CH:10]=[CH:9][C:8]=3[C:7]2=[O:12])[CH2:17][CH2:18][C:19](=[O:21])[NH:20]1. The catalyst class is: 10. (5) Reactant: [CH3:1][NH:2][C:3]1[C:4]([NH2:12])=[CH:5][C:6]([N+:9]([O-:11])=[O:10])=[CH:7][CH:8]=1.[Cl:13][C:14]([Cl:20])([Cl:19])[C:15](=N)OC.O. The catalyst class is: 15. Product: [CH3:1][N:2]1[C:3]2[CH:8]=[CH:7][C:6]([N+:9]([O-:11])=[O:10])=[CH:5][C:4]=2[N:12]=[C:15]1[C:14]([Cl:20])([Cl:19])[Cl:13].